From a dataset of Buchwald-Hartwig C-N cross coupling reaction yields with 55,370 reactions. Predict the reaction yield, written as a fraction of the theoretical maximum amount of product (1.0 means a 100% yield; for example, 0.34 means a 34% yield). (1) The reactants are CCc1ccc(Br)cc1.Cc1ccc(N)cc1.O=S(=O)(O[Pd]1c2ccccc2-c2ccccc2N~1)C(F)(F)F.COc1ccc(OC)c(P(C(C)(C)C)C(C)(C)C)c1-c1c(C(C)C)cc(C(C)C)cc1C(C)C.CCN=P(N=P(N(C)C)(N(C)C)N(C)C)(N(C)C)N(C)C.c1ccc(-c2ccon2)cc1. No catalyst specified. The product is CCc1ccc(Nc2ccc(C)cc2)cc1. The yield is 0.702. (2) The reactants are COc1ccc(Cl)cc1.Cc1ccc(N)cc1.O=S(=O)(O[Pd]1c2ccccc2-c2ccccc2N~1)C(F)(F)F.COc1ccc(OC)c(P(C(C)(C)C)C(C)(C)C)c1-c1c(C(C)C)cc(C(C)C)cc1C(C)C.CCN=P(N=P(N(C)C)(N(C)C)N(C)C)(N(C)C)N(C)C.c1ccc(CN(Cc2ccccc2)c2ccno2)cc1. No catalyst specified. The product is COc1ccc(Nc2ccc(C)cc2)cc1. The yield is 0.00572. (3) The reactants are FC(F)(F)c1ccc(I)cc1.Cc1ccc(N)cc1.O=S(=O)(O[Pd]1c2ccccc2-c2ccccc2N~1)C(F)(F)F.COc1ccc(OC)c(P(C(C)(C)C)C(C)(C)C)c1-c1c(C(C)C)cc(C(C)C)cc1C(C)C.CN(C)C(=NC(C)(C)C)N(C)C.c1ccc(CN(Cc2ccccc2)c2ccno2)cc1. No catalyst specified. The product is Cc1ccc(Nc2ccc(C(F)(F)F)cc2)cc1. The yield is 0.382. (4) The reactants are Brc1ccccn1.Cc1ccc(N)cc1.O=S(=O)(O[Pd]1c2ccccc2-c2ccccc2N~1)C(F)(F)F.COc1ccc(OC)c(P(C(C)(C)C)C(C)(C)C)c1-c1c(C(C)C)cc(C(C)C)cc1C(C)C.CN1CCCN2CCCN=C12.CCOC(=O)c1ccon1. No catalyst specified. The product is Cc1ccc(Nc2ccccn2)cc1. The yield is 0.894. (5) The reactants are Ic1ccccn1.Cc1ccc(N)cc1.O=S(=O)(O[Pd]1c2ccccc2-c2ccccc2N~1)C(F)(F)F.COc1ccc(OC)c(P([C@]23C[C@H]4C[C@H](C[C@H](C4)C2)C3)[C@]23C[C@H]4C[C@H](C[C@H](C4)C2)C3)c1-c1c(C(C)C)cc(C(C)C)cc1C(C)C.CN1CCCN2CCCN=C12.Cc1cc(C)on1. No catalyst specified. The product is Cc1ccc(Nc2ccccn2)cc1. The yield is 0.868.